From a dataset of Full USPTO retrosynthesis dataset with 1.9M reactions from patents (1976-2016). Predict the reactants needed to synthesize the given product. (1) Given the product [CH2:27]([CH:3]([CH2:1][CH3:2])[CH:4]([NH:17][C:18]1[CH:26]=[CH:25][C:21]([C:22]([NH:36][CH2:35][CH2:34][C:33]([O:32][CH2:30][CH3:31])=[O:37])=[O:23])=[CH:20][CH:19]=1)[C:5]1[O:6][C:7]2[CH:14]=[CH:13][C:12]([O:15][CH3:16])=[CH:11][C:8]=2[C:9]=1[CH3:10])[CH3:28], predict the reactants needed to synthesize it. The reactants are: [CH2:1]([CH:3]([CH2:27][CH3:28])[CH:4]([NH:17][C:18]1[CH:26]=[CH:25][C:21]([C:22](O)=[O:23])=[CH:20][CH:19]=1)[C:5]1[O:6][C:7]2[CH:14]=[CH:13][C:12]([O:15][CH3:16])=[CH:11][C:8]=2[C:9]=1[CH3:10])[CH3:2].Cl.[CH2:30]([O:32][C:33](=[O:37])[CH2:34][CH2:35][NH2:36])[CH3:31].O.ON1C2C=CC=CC=2N=N1.Cl.C(N=C=NCCCN(C)C)C.Cl. (2) Given the product [CH2:1]([O:3][C:4]([C:6]1[C:7]([OH:29])=[C:8]2[C:15]([C:16]3[CH:21]=[CH:20][CH:19]=[CH:18][CH:17]=3)=[CH:14][N:13]([C:22]3[CH:27]=[CH:26][C:25]([F:28])=[CH:24][CH:23]=3)[C:9]2=[C:10]([CH3:30])[N:11]=1)=[O:5])[CH3:2], predict the reactants needed to synthesize it. The reactants are: [CH2:1]([O:3][C:4]([C:6]1[C:7]([OH:29])=[C:8]2[C:15]([C:16]3[CH:21]=[CH:20][CH:19]=[CH:18][CH:17]=3)=[CH:14][N:13]([C:22]3[CH:27]=[CH:26][C:25]([F:28])=[CH:24][CH:23]=3)[C:9]2=[C:10](Cl)[N:11]=1)=[O:5])[CH3:2].[CH3:30][Sn](C)(C)C. (3) Given the product [CH3:11][C:10]1[C:6]2[C:1](=[CH:2][CH:3]=[CH:4][CH:5]=2)[NH:7][C:9]=1[C:13]1[CH:18]=[CH:17][CH:16]=[CH:15][CH:14]=1, predict the reactants needed to synthesize it. The reactants are: [C:1]1([NH:7]N)[CH:6]=[CH:5][CH:4]=[CH:3][CH:2]=1.[C:9]([C:13]1[CH:18]=[CH:17][CH:16]=[CH:15][CH:14]=1)(=O)[CH2:10][CH3:11].S(=O)(=O)(O)O.NN. (4) Given the product [ClH:67].[S:32]1[CH:36]=[CH:35][C:34]2[C:37]([N:41]3[CH2:46][CH2:45][N:44]([CH2:47][CH2:48][CH2:49][O:50][C:24]4[N:25]([CH3:31])[C:26](=[O:30])[C:27]5[C:22]([CH:23]=4)=[CH:21][CH:20]=[CH:29][CH:28]=5)[CH2:43][CH2:42]3)=[CH:38][CH:39]=[CH:40][C:33]1=2, predict the reactants needed to synthesize it. The reactants are: S1C=CC2C(N3CCN(CCCO[C:20]4[CH:21]=[C:22]5[C:27](=[CH:28][CH:29]=4)[C:26](=[O:30])[N:25]([CH3:31])[CH:24]=[CH:23]5)CC3)=CC=CC1=2.[S:32]1[CH:36]=[CH:35][C:34]2[C:37]([N:41]3[CH2:46][CH2:45][N:44]([CH2:47][CH2:48][CH2:49][O:50]C4C=C5C(=CC=4)C(=O)NC=C5)[CH2:43][CH2:42]3)=[CH:38][CH:39]=[CH:40][C:33]1=2.CI.C(O)C.[ClH:67]. (5) Given the product [CH3:23][C:13]1[S:14][C:15]([C:16]2[CH:17]=[C:18]([CH3:22])[CH:19]=[CH:20][CH:21]=2)=[C:11]([C:9]([N:8]2[CH2:7][C@H:6]3[C@H:4]([CH2:5]3)[C@H:3]2[CH2:2][NH:1][C:35]([C:34]2[C:29]3[O:28][CH2:27][CH2:26][N:25]([CH3:24])[C:30]=3[CH:31]=[CH:32][CH:33]=2)=[O:36])=[O:10])[N:12]=1, predict the reactants needed to synthesize it. The reactants are: [NH2:1][CH2:2][C@H:3]1[N:8]([C:9]([C:11]2[N:12]=[C:13]([CH3:23])[S:14][C:15]=2[C:16]2[CH:17]=[C:18]([CH3:22])[CH:19]=[CH:20][CH:21]=2)=[O:10])[CH2:7][C@H:6]2[C@@H:4]1[CH2:5]2.[CH3:24][N:25]1[C:30]2[CH:31]=[CH:32][CH:33]=[C:34]([C:35](O)=[O:36])[C:29]=2[O:28][CH2:27][CH2:26]1.